Task: Regression. Given a peptide amino acid sequence and an MHC pseudo amino acid sequence, predict their binding affinity value. This is MHC class I binding data.. Dataset: Peptide-MHC class I binding affinity with 185,985 pairs from IEDB/IMGT (1) The peptide sequence is RGGRAFVTI. The MHC is HLA-B51:01 with pseudo-sequence HLA-B51:01. The binding affinity (normalized) is 0.0234. (2) The peptide sequence is VVYGYFIWY. The MHC is HLA-B58:01 with pseudo-sequence HLA-B58:01. The binding affinity (normalized) is 0.0847.